This data is from Full USPTO retrosynthesis dataset with 1.9M reactions from patents (1976-2016). The task is: Predict the reactants needed to synthesize the given product. Given the product [ClH:39].[F:1][C:2]1[C:7]([C:8]2[C:9]([CH3:32])=[C:10]([CH2:22][NH:23][CH3:24])[S:11][C:12]=2[S:13]([C:16]2[CH:21]=[CH:20][CH:19]=[CH:18][CH:17]=2)(=[O:15])=[O:14])=[CH:6][CH:5]=[CH:4][N:3]=1, predict the reactants needed to synthesize it. The reactants are: [F:1][C:2]1[C:7]([C:8]2[C:9]([CH3:32])=[C:10]([CH2:22][N:23](C)[C:24](=O)OC(C)(C)C)[S:11][C:12]=2[S:13]([C:16]2[CH:21]=[CH:20][CH:19]=[CH:18][CH:17]=2)(=[O:15])=[O:14])=[CH:6][CH:5]=[CH:4][N:3]=1.C(OCC)(=O)C.[ClH:39].